The task is: Predict which catalyst facilitates the given reaction.. This data is from Catalyst prediction with 721,799 reactions and 888 catalyst types from USPTO. (1) Reactant: [H-].[Na+].[C:3]([C:7]1[CH:19]=[CH:18][C:10]([CH2:11][N:12]2[CH2:16][CH2:15][NH:14][C:13]2=[O:17])=[CH:9][CH:8]=1)([CH3:6])([CH3:5])[CH3:4].Br[CH2:21][C:22]1[CH:27]=[CH:26][C:25]([N:28]2[C:36](=[O:37])[C:35]3[C:30](=[CH:31][CH:32]=[CH:33][CH:34]=3)[C:29]2=[O:38])=[CH:24][CH:23]=1.[Br-].Cl. Product: [C:3]([C:7]1[CH:19]=[CH:18][C:10]([CH2:11][N:12]2[CH2:16][CH2:15][N:14]([CH2:21][C:22]3[CH:23]=[CH:24][C:25]([N:28]4[C:29](=[O:38])[C:30]5[C:35](=[CH:34][CH:33]=[CH:32][CH:31]=5)[C:36]4=[O:37])=[CH:26][CH:27]=3)[C:13]2=[O:17])=[CH:9][CH:8]=1)([CH3:6])([CH3:4])[CH3:5]. The catalyst class is: 136. (2) Reactant: [CH2:1]1[C:10]2[C:5](=[CH:6][CH:7]=[CH:8][CH:9]=2)[CH2:4][CH2:3][NH:2]1.[CH3:11][N:12]1[C:16]2[CH:17]=[CH:18][S:19][C:15]=2[C:14]([C:20]2[CH:25]=[CH:24][CH:23]=[C:22]([O:26][CH2:27][C@H:28]3[CH2:30][O:29]3)[CH:21]=2)=[N:13]1. Product: [CH2:1]1[C:10]2[C:5](=[CH:6][CH:7]=[CH:8][CH:9]=2)[CH2:4][CH2:3][N:2]1[CH2:30][C@@H:28]([OH:29])[CH2:27][O:26][C:22]1[CH:23]=[CH:24][CH:25]=[C:20]([C:14]2[C:15]3[S:19][CH:18]=[CH:17][C:16]=3[N:12]([CH3:11])[N:13]=2)[CH:21]=1. The catalyst class is: 8. (3) Reactant: [Cl:1][C:2]1[CH:3]=[CH:4][C:5]([O:25][CH3:26])=[C:6]([C:8]2[NH:12][N:11]=[CH:10][C:9]=2[NH:13][C:14]([C:16]2[CH:17]=[N:18][N:19]3[CH:24]=[CH:23][CH:22]=[N:21][C:20]=23)=[O:15])[CH:7]=1.C(=O)([O-])[O-].[Cs+].[Cs+].Cl[CH2:34][C@@H:35]1[CH2:37][O:36]1.[NH:38]1[CH2:41][CH2:40][CH2:39]1. Product: [N:38]1([CH2:34][C@H:35]([OH:36])[CH2:37][N:11]2[CH:10]=[C:9]([NH:13][C:14]([C:16]3[CH:17]=[N:18][N:19]4[CH:24]=[CH:23][CH:22]=[N:21][C:20]=34)=[O:15])[C:8]([C:6]3[CH:7]=[C:2]([Cl:1])[CH:3]=[CH:4][C:5]=3[O:25][CH3:26])=[N:12]2)[CH2:41][CH2:40][CH2:39]1. The catalyst class is: 9. (4) Product: [C:2]1([CH:1]=[C:10]([C:9]#[N:13])[C:11]#[N:12])[CH:7]=[CH:6][CH:5]=[CH:4][CH:3]=1. Reactant: [CH:1](=O)[C:2]1[CH:7]=[CH:6][CH:5]=[CH:4][CH:3]=1.[C:9](#[N:13])[CH2:10][C:11]#[N:12].N1CCCCC1. The catalyst class is: 51.